The task is: Regression. Given two drug SMILES strings and cell line genomic features, predict the synergy score measuring deviation from expected non-interaction effect.. This data is from NCI-60 drug combinations with 297,098 pairs across 59 cell lines. (1) Drug 1: CC1=C(C(=O)C2=C(C1=O)N3CC4C(C3(C2COC(=O)N)OC)N4)N. Drug 2: N.N.Cl[Pt+2]Cl. Cell line: ACHN. Synergy scores: CSS=85.5, Synergy_ZIP=-1.72, Synergy_Bliss=-1.95, Synergy_Loewe=-1.99, Synergy_HSA=1.96. (2) Drug 1: CC1=CC2C(CCC3(C2CCC3(C(=O)C)OC(=O)C)C)C4(C1=CC(=O)CC4)C. Drug 2: CCC1=C2CN3C(=CC4=C(C3=O)COC(=O)C4(CC)O)C2=NC5=C1C=C(C=C5)O. Cell line: CCRF-CEM. Synergy scores: CSS=51.1, Synergy_ZIP=-0.329, Synergy_Bliss=-1.14, Synergy_Loewe=-34.5, Synergy_HSA=-0.294. (3) Drug 1: C1=CC(=CC=C1C#N)C(C2=CC=C(C=C2)C#N)N3C=NC=N3. Drug 2: CN(CC1=CN=C2C(=N1)C(=NC(=N2)N)N)C3=CC=C(C=C3)C(=O)NC(CCC(=O)O)C(=O)O. Cell line: SR. Synergy scores: CSS=71.9, Synergy_ZIP=9.30, Synergy_Bliss=6.80, Synergy_Loewe=0.798, Synergy_HSA=9.78. (4) Drug 1: C1=CN(C=N1)CC(O)(P(=O)(O)O)P(=O)(O)O. Drug 2: C1C(C(OC1N2C=NC3=C2NC=NCC3O)CO)O. Cell line: CAKI-1. Synergy scores: CSS=-8.65, Synergy_ZIP=2.12, Synergy_Bliss=-0.927, Synergy_Loewe=-4.55, Synergy_HSA=-4.53.